Dataset: Peptide-MHC class II binding affinity with 134,281 pairs from IEDB. Task: Regression. Given a peptide amino acid sequence and an MHC pseudo amino acid sequence, predict their binding affinity value. This is MHC class II binding data. (1) The peptide sequence is IRNPLSRNSTHEMYY. The MHC is DRB5_0101 with pseudo-sequence DRB5_0101. The binding affinity (normalized) is 0.583. (2) The peptide sequence is GELQNVDKIDAAFKI. The MHC is DRB1_0701 with pseudo-sequence DRB1_0701. The binding affinity (normalized) is 0.760. (3) The peptide sequence is GRRGAAEVLVVLSEL. The MHC is HLA-DQA10501-DQB10402 with pseudo-sequence HLA-DQA10501-DQB10402. The binding affinity (normalized) is 0.436. (4) The peptide sequence is VGAITTIEDPVLAKK. The MHC is HLA-DQA10501-DQB10301 with pseudo-sequence HLA-DQA10501-DQB10301. The binding affinity (normalized) is 0.160. (5) The peptide sequence is HNEPTAAAIAYGLDR. The MHC is HLA-DQA10501-DQB10301 with pseudo-sequence HLA-DQA10501-DQB10301. The binding affinity (normalized) is 0.661.